This data is from Reaction yield outcomes from USPTO patents with 853,638 reactions. The task is: Predict the reaction yield, written as a fraction of the theoretical maximum amount of product (1.0 means a 100% yield; for example, 0.34 means a 34% yield). The reactants are C(O)(C(F)(F)F)=O.O(C1C=CC(C[N:20]2[CH:35]=[C:23]3[C:24](=[O:34])[N:25]([CH3:33])[C:26]4[N:27]([CH2:28][C:29]([CH3:32])([CH3:31])[N:30]=4)[C:22]3=[N:21]2)=CC=1)C1C=CC=CC=1.C(S(O)(=O)=O)(F)(F)F.O. The catalyst is C(Cl)Cl. The product is [CH3:33][N:25]1[C:24](=[O:34])[C:23]2=[CH:35][NH:20][N:21]=[C:22]2[N:27]2[CH2:28][C:29]([CH3:32])([CH3:31])[N:30]=[C:26]12. The yield is 0.800.